Dataset: CYP2C9 inhibition data for predicting drug metabolism from PubChem BioAssay. Task: Regression/Classification. Given a drug SMILES string, predict its absorption, distribution, metabolism, or excretion properties. Task type varies by dataset: regression for continuous measurements (e.g., permeability, clearance, half-life) or binary classification for categorical outcomes (e.g., BBB penetration, CYP inhibition). Dataset: cyp2c9_veith. The drug is Clc1ccccc1-c1nc(-c2ccccc2)n[nH]1. The result is 1 (inhibitor).